This data is from Forward reaction prediction with 1.9M reactions from USPTO patents (1976-2016). The task is: Predict the product of the given reaction. (1) Given the reactants [CH:1]1[C:10]2[CH:9]=[CH:8][CH:7]=[C:6]([S:11]([N:14]3[CH2:20][CH2:19][CH2:18][NH:17][CH2:16][CH2:15]3)(=[O:13])=[O:12])[C:5]=2[CH:4]=[CH:3][N:2]=1.[C:21]([O:25][C:26]([NH:28][C@@H:29]([C:31](O)=[O:32])[CH3:30])=[O:27])([CH3:24])([CH3:23])[CH3:22], predict the reaction product. The product is: [C:21]([O:25][C:26]([NH:28][C@@H:29]([C:31]([N:17]1[CH2:18][CH2:19][CH2:20][N:14]([S:11]([C:6]2[C:5]3[CH:4]=[CH:3][N:2]=[CH:1][C:10]=3[CH:9]=[CH:8][CH:7]=2)(=[O:12])=[O:13])[CH2:15][CH2:16]1)=[O:32])[CH3:30])=[O:27])([CH3:23])([CH3:24])[CH3:22]. (2) Given the reactants [CH2:1]([O:8][C:9]1[CH:18]=[CH:17][C:12]([C:13]([O:15]C)=[O:14])=[C:11]([O:19][CH2:20][CH:21]([CH3:23])[CH3:22])[CH:10]=1)[C:2]1C=CC=CC=1.[H][H].Cl.C(Cl)(=[O:29])C, predict the reaction product. The product is: [C:1]([O:8][C:9]1[CH:18]=[CH:17][C:12]([C:13]([OH:15])=[O:14])=[C:11]([O:19][CH2:20][CH:21]([CH3:23])[CH3:22])[CH:10]=1)(=[O:29])[CH3:2]. (3) Given the reactants [Br:1][C:2]1[CH:7]=[CH:6][CH:5]=[CH:4][C:3]=1Br.[Li]CCCC.Cl[SiH:15]([CH3:17])[CH3:16], predict the reaction product. The product is: [Br:1][C:2]1[CH:7]=[CH:6][CH:5]=[CH:4][C:3]=1[SiH:15]([CH3:17])[CH3:16]. (4) Given the reactants O=[C:2]1[CH2:6][CH2:5][C@@H:4]([C:7]([OH:9])=[O:8])[N:3]1[C:10]([OH:12])=[O:11].[Li+].[B-](CC)(CC)CC.C(N(C(C)C)C(C)C)C.CN(C1C=CC=CN=1)C.FC(F)(F)C(OC(=O)C(F)(F)F)=O, predict the reaction product. The product is: [N:3]1([C:10]([OH:12])=[O:11])[CH:4]([C:7]([OH:9])=[O:8])[CH2:5][CH:6]=[CH:2]1. (5) Given the reactants [F:1][CH:2]([F:27])[O:3][C:4]1[CH:9]=[CH:8][C:7]([C:10]2[O:11][CH:12]=[C:13]([CH2:15][CH2:16][C:17]([C:19]3[C:24]([CH3:25])=[CH:23][CH:22]=[CH:21][N:20]=3)=[O:18])[N:14]=2)=[CH:6][C:5]=1[OH:26].N12CCCN=[C:34]1[CH2:33][CH2:32][CH2:31]CC2.BrCC1CC1.O, predict the reaction product. The product is: [CH:33]1([CH2:34][O:26][C:5]2[CH:6]=[C:7]([C:10]3[O:11][CH:12]=[C:13]([CH2:15][CH2:16][C:17]([C:19]4[C:24]([CH3:25])=[CH:23][CH:22]=[CH:21][N:20]=4)=[O:18])[N:14]=3)[CH:8]=[CH:9][C:4]=2[O:3][CH:2]([F:1])[F:27])[CH2:31][CH2:32]1. (6) Given the reactants [F:1][C:2]1[C:3]([CH:8](C(OCC)=O)[C:9]([O:11][CH2:12][CH3:13])=[O:10])=[N:4][CH:5]=[CH:6][CH:7]=1.CS(C)=O.[Cl-].[Na+], predict the reaction product. The product is: [F:1][C:2]1[C:3]([CH2:8][C:9]([O:11][CH2:12][CH3:13])=[O:10])=[N:4][CH:5]=[CH:6][CH:7]=1.